Dataset: B-cell epitopes from IEDB database with 3,159 antigens for binding position prediction. Task: Token-level Classification. Given an antigen amino acid sequence, predict which amino acid positions are active epitope sites capable of antibody binding. Output is a list of indices for active positions. (1) The epitope positions are: [1709, 1710, 1711, 1712, 1713, 1714, 1715, 1716, 1717, 1718, 1719, 1720, 1721, 1722, 1723, 1724, 1725, 1726]. The amino acids at these positions are: SERVQLLHSQNTSLINQK. Given the antigen sequence: MGDSEMAVFGAAAPYLRKSEKERLEAQTRPFDLKKDVFVPDDKQEFVKAKIVSREGGKVTAETEYGKTVTVKEDQVMQQNPPKFDKIEDMAMLTFLHEPAVLYNLKDRYGSWMIYTYSGLFCVTVNPYKWLPVYTPEVVAAYRGKKRSEAPPHIFSISDNAYQYMLTDRENQSILITGESGAGKTVNTKRVIQYFAVIAAIGDRSKKDQSPGKGTLEDQIIQANPALEAFGNAKTVRNDNSSRFGKFIRIHFGATGKLASADIETYLLEKSRVIFQLKAERDYHIFYQILSNKKPELLDMLLITNNPYDYAFISQGETTVASIDDAEELMATDNAFDVLGFTSEEKNSMYKLTGAIMHFGNMKFKLKQREEQAEPDGTEEADKSAYLMGLNSADLLKGLCHPRVKVGNEYVTKGQNVQQVIYATGALAKAVYERMFNWMVTRINATLETKQPRQYFIGVLDIAGFEIFDFNSFEQLCINFTNEKLQQFFNHHMFVLEQEE..., which amino acid positions are active epitope sites? (2) Given the antigen sequence: MSTNPKPQRKTKRNINRRPQDVKFPGGGQIVGGVYLSPRRGPKLGVRATRKTSERSQPRGRRQPIPKARQLEGRTWAQPGYPWPLYGNEGMGWAGWLLSPRGSRPSWGPTDPRRRSRNLGKVIDTLTCGFADLMGYLPLVGAPLGGAARALAHGVRVLEDGVNYATGNLPGCSFSIFLLALLSCLTIPASAYEVRNVSGVYHVTNDCSNSSIVFEAADVILHTPGCVPCVRENSSSRCWVALTPTLAARNASVPTTALRRHVDLLVGAAAFCSAMYVGDLCGSVFLVSQLFTFSPRRHETVQDCNCSIYPGHVSGHRMAWDMMMNWSPTTALVVSQLLRIPQAVMDMVAGAHWGVLAGLAYYSMVGNWAKVLIVMLLFAGVDGSTHTIGGAAASNARGLTSLFVQGPRQNILLVNTNGSWHINRTALNCNDSLQTGFVAALFYTHKFNSSGCPERMASCRPIDAFSQGWGPITYAEPSDLDQRPYCWHYAPQPCGIVPAA..., which amino acid positions are active epitope sites? The epitope positions are: [1800, 1801, 1802, 1803, 1804, 1805, 1806, 1807, 1808]. The amino acids at these positions are: SPLTTQNTL. (3) Given the antigen sequence: MDSNTVSSFQVDCFLWHVRKRFADQELGDAPFLDRLRRDQKSLRGRGNTLGLDIETATRAGKQIVERILEEESDKALKMPVSRYLTDMTLEEMSRDWFMLMPKQKVAGSLCIKMDQAIMDKTIILKANFSVAFDRLETLILLRAFTEGGATVGEISPLPSLPGHTGEDVKIAIGVLIGGLEWNDNTVRVTETIQRFAWRSSDEDGRLPLPPNQKRKMARTIEPEV, which amino acid positions are active epitope sites? The epitope positions are: [205, 206, 207, 208, 209, 210, 211, 212, 213, 214]. The amino acids at these positions are: RLPLPPNQKR.